Dataset: Forward reaction prediction with 1.9M reactions from USPTO patents (1976-2016). Task: Predict the product of the given reaction. (1) Given the reactants [O:1]=[C:2]1[C:7]([CH2:8][C:9]2[CH:14]=[CH:13][C:12]([C:15]3[C:16]([C:21]#[N:22])=[CH:17][CH:18]=[CH:19][CH:20]=3)=[CH:11][CH:10]=2)=[C:6]([CH2:23][CH2:24][CH3:25])[N:5]2[N:26]=[CH:27][N:28]=[C:4]2[N:3]1[CH:29]1[CH2:34][CH2:33][NH:32][CH2:31][CH2:30]1.Br[CH2:36][C:37]([O:39][CH2:40]C)=[O:38].C(=O)([O-])[O-].[K+].[K+].CN(C)C=O, predict the reaction product. The product is: [C:21]([C:16]1[CH:17]=[CH:18][CH:19]=[CH:20][C:15]=1[C:12]1[CH:11]=[CH:10][C:9]([CH2:8][C:7]2[C:2](=[O:1])[N:3]([CH:29]3[CH2:30][CH2:31][N:32]([CH2:36][C:37]([O:39][CH3:40])=[O:38])[CH2:33][CH2:34]3)[C:4]3[N:5]([N:26]=[CH:27][N:28]=3)[C:6]=2[CH2:23][CH2:24][CH3:25])=[CH:14][CH:13]=1)#[N:22]. (2) Given the reactants Br[C:2]1[CH:3]([OH:8])[CH2:4][CH2:5][C:6]=1[CH3:7].[CH2:9]([Mg]Br)[CH3:10], predict the reaction product. The product is: [CH2:9]([C:2]1[CH:3]([OH:8])[CH2:4][CH2:5][C:6]=1[CH3:7])[CH3:10]. (3) Given the reactants O=[CH:2][CH2:3][CH:4]([C:7]1[CH:12]=[CH:11][CH:10]=[CH:9][C:8]=1[O:13][C:14]([F:17])([F:16])[F:15])[C:5]#[N:6].[O:18]1[C:23]2[CH:24]=[CH:25][CH:26]=[C:27]([N:28]3[CH2:33][CH2:32][NH:31][CH2:30][CH2:29]3)[C:22]=2[O:21][CH2:20][CH2:19]1, predict the reaction product. The product is: [C:5]([CH:4]([C:7]1[CH:12]=[CH:11][CH:10]=[CH:9][C:8]=1[O:13][C:14]([F:17])([F:16])[F:15])[CH2:3][CH2:2][N:31]1[CH2:32][CH2:33][N:28]([C:27]2[C:22]3[O:21][CH2:20][CH2:19][O:18][C:23]=3[CH:24]=[CH:25][CH:26]=2)[CH2:29][CH2:30]1)#[N:6]. (4) Given the reactants CS([C:5]1[N:10]=[C:9]([C:11]2[N:15]3[CH:16]=[CH:17][CH:18]=[CH:19][C:14]3=[N:13][C:12]=2[C:20]2[CH:25]=[CH:24][CH:23]=[C:22]([CH3:26])[N:21]=2)[CH:8]=[CH:7][N:6]=1)(=O)=O.[C:27]([O:31][C:32](=[O:39])[NH:33][CH2:34][CH2:35][CH2:36][CH2:37][NH2:38])([CH3:30])([CH3:29])[CH3:28], predict the reaction product. The product is: [C:27]([O:31][C:32](=[O:39])[NH:33][CH2:34][CH2:35][CH2:36][CH2:37][NH:38][C:5]1[N:10]=[C:9]([C:11]2[N:15]3[CH:16]=[CH:17][CH:18]=[CH:19][C:14]3=[N:13][C:12]=2[C:20]2[CH:25]=[CH:24][CH:23]=[C:22]([CH3:26])[N:21]=2)[CH:8]=[CH:7][N:6]=1)([CH3:30])([CH3:28])[CH3:29]. (5) Given the reactants C[O:2][C:3]([C:5]1[S:27][C:8]2[N:9]=[CH:10][N:11]=[C:12]([NH:13][C:14]3[C:15]([O:20][C@@H:21]4[CH2:26][CH2:25][CH2:24][O:23][CH2:22]4)=[N:16][CH:17]=[CH:18][CH:19]=3)[C:7]=2[C:6]=1[CH3:28])=[O:4].CO.[OH-].[Na+].Cl, predict the reaction product. The product is: [CH3:28][C:6]1[C:7]2[C:12]([NH:13][C:14]3[C:15]([O:20][C@@H:21]4[CH2:26][CH2:25][CH2:24][O:23][CH2:22]4)=[N:16][CH:17]=[CH:18][CH:19]=3)=[N:11][CH:10]=[N:9][C:8]=2[S:27][C:5]=1[C:3]([OH:4])=[O:2].